From a dataset of Reaction yield outcomes from USPTO patents with 853,638 reactions. Predict the reaction yield, written as a fraction of the theoretical maximum amount of product (1.0 means a 100% yield; for example, 0.34 means a 34% yield). (1) The reactants are F[B-](F)(F)F.[C:6]([O:10][C:11]([N:13]1[CH2:18][CH2:17][NH:16][C:15](=[O:19])[CH:14]1[C:20]1[O:24][N:23]=[C:22]([C:25]2[CH:30]=[CH:29][CH:28]=[C:27]([Cl:31])[CH:26]=2)[N:21]=1)=[O:12])([CH3:9])([CH3:8])[CH3:7].Cl[CH2:33]Cl. No catalyst specified. The product is [C:6]([O:10][C:11]([N:13]1[CH:14]([C:20]2[O:24][N:23]=[C:22]([C:25]3[CH:30]=[CH:29][CH:28]=[C:27]([Cl:31])[CH:26]=3)[N:21]=2)[C:15]([O:19][CH3:33])=[N:16][CH2:17][CH2:18]1)=[O:12])([CH3:9])([CH3:7])[CH3:8]. The yield is 0.610. (2) The reactants are Br[C:2]1[CH:7]=[CH:6][C:5]([C:8]2[CH:13]=[CH:12][CH:11]=[CH:10][CH:9]=2)=[CH:4][CH:3]=1.[C:14]([O:18][CH2:19][CH3:20])(=[O:17])[CH:15]=[CH2:16].C(=O)([O-])[O-].[K+].[K+].C1(P(C2C=CC=CC=2)C2C=CC=CC=2)C=CC=CC=1. The catalyst is CN(C=O)C.[Br-].C([N+](CCCC)(CCCC)CCCC)CCC.C([O-])(=O)C.[Pd+2].C([O-])(=O)C. The product is [C:8]1([C:5]2[CH:6]=[CH:7][C:2](/[CH:16]=[CH:15]/[C:14]([O:18][CH2:19][CH3:20])=[O:17])=[CH:3][CH:4]=2)[CH:13]=[CH:12][CH:11]=[CH:10][CH:9]=1. The yield is 0.740. (3) The reactants are C([NH:8][C@H:9]([C:20]([OH:22])=[O:21])[CH2:10][CH2:11][CH2:12][NH:13]C(C(F)(F)F)=O)(OC(C)(C)C)=O.N[C@H](C(C(OC)=O)=O)CCCNC(C(F)(F)F)=O.CN1CCOCC1. No catalyst specified. The product is [NH2:8][C@H:9]([C:20]([OH:22])=[O:21])[CH2:10][CH2:11][CH2:12][NH2:13]. The yield is 0.970. (4) The reactants are Cl[C:2](=[CH2:7])[C:3]([O:5][CH3:6])=[O:4].[Cl-].C([N+](CC)(CC)CCCC)C.C([O-])([O-])=O.[K+].[K+].[CH:26]1([C:32]2[C:40]3[C:35](=[CH:36][C:37]([C:41]([O:43][CH3:44])=[O:42])=[CH:38][CH:39]=3)[NH:34][C:33]=2[C:45]2[CH:50]=[CH:49][CH:48]=[CH:47][C:46]=2[OH:51])[CH2:31][CH2:30][CH2:29][CH2:28][CH2:27]1. The catalyst is CC#N. The product is [CH:26]1([C:32]2[C:40]3[CH:39]=[CH:38][C:37]([C:41]([O:43][CH3:44])=[O:42])=[CH:36][C:35]=3[N:34]3[C:33]=2[C:45]2[CH:50]=[CH:49][CH:48]=[CH:47][C:46]=2[O:51][CH:2]([C:3]([O:5][CH3:6])=[O:4])[CH2:7]3)[CH2:27][CH2:28][CH2:29][CH2:30][CH2:31]1. The yield is 0.810. (5) The catalyst is C(OC(OC(C)(C)C)N(C)C)(C)(C)C.C(OCC)(=O)C.O. The product is [CH3:1][CH2:2][O:3][C:4]([C:6]1[N:7]([S:18]([C:21]2[CH:22]=[CH:23][C:24]([CH3:27])=[CH:25][CH:26]=2)(=[O:20])=[O:19])[C:8]2[C:13]([CH:14]=1)=[CH:12][C:11]([C:15]([O:17][C:11]([CH3:15])([CH3:12])[CH3:10])=[O:16])=[CH:10][CH:9]=2)=[O:5]. The yield is 0.690. The reactants are [CH3:1][CH2:2][O:3][C:4]([C:6]1[N:7]([S:18]([C:21]2[CH:26]=[CH:25][C:24]([CH3:27])=[CH:23][CH:22]=2)(=[O:20])=[O:19])[C:8]2[C:13]([CH:14]=1)=[CH:12][C:11]([C:15]([OH:17])=[O:16])=[CH:10][CH:9]=2)=[O:5]. (6) The yield is 0.680. The product is [CH3:30][C:29]1[O:28][C:27]([C:31]2[CH:32]=[CH:33][CH:34]=[CH:35][CH:36]=2)=[N:26][C:25]=1[CH2:24][O:23][C:22]1[CH:21]=[CH:20][C:19]([CH2:18][O:3]/[N:4]=[C:5](\[C:11]2[CH:12]=[N:13][CH:14]=[CH:15][CH:16]=2)/[C:6]([O:8][CH2:9][CH3:10])=[O:7])=[CH:38][CH:37]=1. The catalyst is CN(C)C=O.C(OCC)(=O)C.CCCCCC. The reactants are [H-].[Na+].[OH:3]/[N:4]=[C:5](\[C:11]1[CH:12]=[N:13][CH:14]=[CH:15][CH:16]=1)/[C:6]([O:8][CH2:9][CH3:10])=[O:7].Cl[CH2:18][C:19]1[CH:38]=[CH:37][C:22]([O:23][CH2:24][C:25]2[N:26]=[C:27]([C:31]3[CH:36]=[CH:35][CH:34]=[CH:33][CH:32]=3)[O:28][C:29]=2[CH3:30])=[CH:21][CH:20]=1.Cl.C(=O)(O)[O-].[Na+]. (7) The reactants are [CH:1]1[C:6]([OH:7])=[CH:5][C:4]2[C:8]([CH2:11][CH2:12][NH2:13])=[CH:9][NH:10][C:3]=2[CH:2]=1.Cl.[OH:15][C:16]1[CH:26]=[C:25]([OH:27])[CH:24]=[CH:23][C:17]=1/[CH:18]=[CH:19]/[C:20](O)=[O:21].C(N(CC)CC)C.O.ON1C2C=CC=CC=2N=N1.Cl.C(N=C=NCCCN(C)C)C. The catalyst is ClCCl.CN(C)C=O. The product is [OH:7][C:6]1[CH:5]=[C:4]2[C:3](=[CH:2][CH:1]=1)[NH:10][CH:9]=[C:8]2[CH2:11][CH2:12][NH:13][C:20](=[O:21])[CH:19]=[CH:18][C:17]1[CH:23]=[CH:24][C:25]([OH:27])=[CH:26][C:16]=1[OH:15]. The yield is 0.510. (8) The yield is 0.170. The product is [CH2:1]([O:3][C:4]([C:6]1[CH:7]=[N:8][N:9]([C:11]2[NH:22][C:14]3[CH:15]=[C:16]([F:20])[CH:17]=[C:18]([Br:19])[C:13]=3[N:12]=2)[CH:10]=1)=[O:5])[CH3:2]. The catalyst is CCOC(C)=O.[Cu]I. The reactants are [CH2:1]([O:3][C:4]([C:6]1[CH:7]=[N:8][N:9]([C:11](=[NH:22])[NH:12][C:13]2[C:18]([Br:19])=[CH:17][C:16]([F:20])=[CH:15][C:14]=2Br)[CH:10]=1)=[O:5])[CH3:2].C([O-])([O-])=O.[Cs+].[Cs+].CN(C=O)C.